From a dataset of Peptide-MHC class I binding affinity with 185,985 pairs from IEDB/IMGT. Regression. Given a peptide amino acid sequence and an MHC pseudo amino acid sequence, predict their binding affinity value. This is MHC class I binding data. (1) The peptide sequence is NSALTLHWFR. The MHC is HLA-A31:01 with pseudo-sequence HLA-A31:01. The binding affinity (normalized) is 0.883. (2) The peptide sequence is FQLASVGSL. The MHC is H-2-Kd with pseudo-sequence H-2-Kd. The binding affinity (normalized) is 0.374. (3) The peptide sequence is WEITYLGTT. The binding affinity (normalized) is 0.0847. The MHC is HLA-B15:17 with pseudo-sequence HLA-B15:17. (4) The peptide sequence is YLRQRQAAL. The MHC is HLA-A02:01 with pseudo-sequence HLA-A02:01. The binding affinity (normalized) is 0.834. (5) The peptide sequence is LLQQSKPASL. The MHC is HLA-A01:01 with pseudo-sequence HLA-A01:01. The binding affinity (normalized) is 0.0370.